From a dataset of Reaction yield outcomes from USPTO patents with 853,638 reactions. Predict the reaction yield, written as a fraction of the theoretical maximum amount of product (1.0 means a 100% yield; for example, 0.34 means a 34% yield). (1) The reactants are [Cl:1][C:2]1[CH:7]=[CH:6][C:5]([C:8]2[N:12]([C:13]3[CH:18]=[CH:17][C:16]([S:19]([NH2:22])(=[O:21])=[O:20])=[CH:15][CH:14]=3)[N:11]=[CH:10][CH:9]=2)=[CH:4][CH:3]=1.[Cl:23]Cl.C(=O)(O)[O-].[Na+]. The catalyst is C(O)(=O)C. The product is [Cl:1][C:2]1[CH:3]=[CH:4][C:5]([C:8]2[N:12]([C:13]3[CH:18]=[CH:17][C:16]([S:19]([NH2:22])(=[O:21])=[O:20])=[CH:15][CH:14]=3)[N:11]=[CH:10][C:9]=2[Cl:23])=[CH:6][CH:7]=1. The yield is 0.780. (2) The reactants are [CH3:1][NH:2][C:3]([C:5]1[CH:6]=[C:7]([CH:18]=[CH:19][CH:20]=1)[O:8][C:9]1[CH:14]=[CH:13][C:12]([N+:15]([O-])=O)=[CH:11][CH:10]=1)=[O:4]. The yield is 0.560. The product is [CH3:1][NH:2][C:3]([C:5]1[CH:6]=[C:7]([CH:18]=[CH:19][CH:20]=1)[O:8][C:9]1[CH:14]=[CH:13][C:12]([NH2:15])=[CH:11][CH:10]=1)=[O:4]. The catalyst is CCOC(C)=O.[Pd]. (3) The reactants are C([O:3][C:4]([C:6]1[NH:7][C:8]([CH:19]=[C:20]2[C:28]3[C:23](=[CH:24][CH:25]=[C:26]([Cl:29])[CH:27]=3)[NH:22][C:21]2=[O:30])=[C:9]([CH2:12][CH2:13][C:14]([O:16]CC)=[O:15])[C:10]=1[CH3:11])=[O:5])C.[OH-].[K+].Cl. The catalyst is C(O)C.O. The product is [C:14]([CH2:13][CH2:12][C:9]1[C:10]([CH3:11])=[C:6]([C:4]([OH:5])=[O:3])[NH:7][C:8]=1[CH:19]=[C:20]1[C:28]2[C:23](=[CH:24][CH:25]=[C:26]([Cl:29])[CH:27]=2)[NH:22][C:21]1=[O:30])([OH:16])=[O:15]. The yield is 1.00. (4) The reactants are [N+:1]([O-:4])(O)=[O:2].[F:5][C:6]1[CH:7]=[C:8]([CH2:12][C:13]([OH:15])=[O:14])[CH:9]=[CH:10][CH:11]=1. The catalyst is S(=O)(=O)(O)O. The product is [F:5][C:6]1[CH:7]=[C:8]([CH2:12][C:13]([OH:15])=[O:14])[CH:9]=[CH:10][C:11]=1[N+:1]([O-:4])=[O:2]. The yield is 0.650. (5) The reactants are [S:1]([O:8]S(C(F)(F)F)(=O)=O)([C:4]([F:7])([F:6])[F:5])(=[O:3])=[O:2].[Si:16]([O:23][CH2:24][C@H:25]1[N:29]([C:30](=[O:53])[C:31]2[CH:36]=[C:35]([O:37][CH3:38])[C:34]([O:39][Si:40]([CH:47]([CH3:49])[CH3:48])([CH:44]([CH3:46])[CH3:45])[CH:41]([CH3:43])[CH3:42])=[CH:33][C:32]=2[N+:50]([O-:52])=[O:51])[CH2:28][C:27](=O)[CH2:26]1)([C:19]([CH3:22])([CH3:21])[CH3:20])([CH3:18])[CH3:17].N1C(C)=CC=CC=1C.CC(C)=O.C(=O)=O. The catalyst is ClCCl.O.O.ClCCl. The product is [F:5][C:4]([F:7])([F:6])[S:1]([O:8][C:27]1[CH2:26][C@@H:25]([CH2:24][O:23][Si:16]([C:19]([CH3:21])([CH3:20])[CH3:22])([CH3:18])[CH3:17])[N:29]([C:30](=[O:53])[C:31]2[CH:36]=[C:35]([O:37][CH3:38])[C:34]([O:39][Si:40]([CH:41]([CH3:43])[CH3:42])([CH:44]([CH3:45])[CH3:46])[CH:47]([CH3:49])[CH3:48])=[CH:33][C:32]=2[N+:50]([O-:52])=[O:51])[CH:28]=1)(=[O:3])=[O:2]. The yield is 0.960. (6) The reactants are [F:1][C:2]([F:19])([F:18])[C:3](=[O:17])[CH2:4][C:5]1([CH3:16])[C:14]2[C:9](=[CH:10][CH:11]=[C:12]([F:15])[CH:13]=2)[O:8][CH2:7][CH2:6]1.[CH3:20][S+](C)(C)=O.[H-].[Na+].[I-].C[S+](C)(C)=O. The catalyst is CS(C)=O. The product is [F:15][C:12]1[CH:13]=[C:14]2[C:9](=[CH:10][CH:11]=1)[O:8][CH2:7][CH2:6][C:5]2([CH3:16])[CH2:4][C:3]1([C:2]([F:1])([F:18])[F:19])[CH2:20][O:17]1. The yield is 0.930. (7) The product is [NH2:23][C:12]1[N:13]=[C:14]([N:17]2[CH2:18][CH2:19][N:20]([C:33](=[O:34])[CH2:32][O:31][C:30]3[CH:36]=[CH:37][C:27]([Cl:26])=[CH:28][CH:29]=3)[CH2:21][CH2:22]2)[C:15]2[N:16]=[C:8]([CH2:7][CH2:6][C:5]3[CH:24]=[CH:25][C:2]([Br:1])=[CH:3][CH:4]=3)[S:9][C:10]=2[N:11]=1. The yield is 0.290. No catalyst specified. The reactants are [Br:1][C:2]1[CH:25]=[CH:24][C:5]([CH2:6][CH2:7][C:8]2[S:9][C:10]3[N:11]=[C:12]([NH2:23])[N:13]=[C:14]([N:17]4[CH2:22][CH2:21][NH:20][CH2:19][CH2:18]4)[C:15]=3[N:16]=2)=[CH:4][CH:3]=1.[Cl:26][C:27]1[CH:37]=[CH:36][C:30]([O:31][CH2:32][C:33](O)=[O:34])=[CH:29][CH:28]=1.